From a dataset of NCI-60 drug combinations with 297,098 pairs across 59 cell lines. Regression. Given two drug SMILES strings and cell line genomic features, predict the synergy score measuring deviation from expected non-interaction effect. Drug 1: C1=CC(=CC=C1C#N)C(C2=CC=C(C=C2)C#N)N3C=NC=N3. Drug 2: CC12CCC3C(C1CCC2O)C(CC4=C3C=CC(=C4)O)CCCCCCCCCS(=O)CCCC(C(F)(F)F)(F)F. Cell line: MALME-3M. Synergy scores: CSS=0.848, Synergy_ZIP=1.07, Synergy_Bliss=-0.937, Synergy_Loewe=0.200, Synergy_HSA=-4.37.